Dataset: Forward reaction prediction with 1.9M reactions from USPTO patents (1976-2016). Task: Predict the product of the given reaction. (1) Given the reactants Br[C:2]1[CH:3]=[CH:4][C:5]2[O:10][CH2:9][CH2:8][N:7]([C:11]3[S:12][C:13]4[CH2:14]C(C)(C)N[C:17](=O)[C:18]=4[N:19]=3)[C:6]=2[CH:23]=1.[CH2:24]([N:31]1[CH:35]=[C:34](B2OC(C)(C)C(C)(C)O2)[CH:33]=[N:32]1)[C:25]1[CH:30]=[CH:29][CH:28]=[CH:27][CH:26]=1.C([O-])([O-])=O.[K+].[K+].[OH2:51], predict the reaction product. The product is: [CH2:24]([N:31]1[CH:35]=[C:34]([C:2]2[CH:3]=[CH:4][C:5]3[O:10][CH2:9][CH2:8][N:7]([C:11]4[S:12][C:13]5[C:14](=[O:51])[NH:7][C:6]([CH3:23])([CH3:5])[CH2:17][C:18]=5[N:19]=4)[C:6]=3[CH:23]=2)[CH:33]=[N:32]1)[C:25]1[CH:26]=[CH:27][CH:28]=[CH:29][CH:30]=1. (2) Given the reactants Br[Mg][C:3]#[C:4][CH3:5].[CH3:6][O:7][C:8]1[N:13]=[CH:12][C:11]([CH:14]=[C:15]2[C:20](=[O:21])[O:19][C:18]([CH3:23])([CH3:22])[O:17][C:16]2=[O:24])=[CH:10][CH:9]=1, predict the reaction product. The product is: [CH3:6][O:7][C:8]1[N:13]=[CH:12][C:11]([CH:14]([CH:15]2[C:16](=[O:24])[O:17][C:18]([CH3:22])([CH3:23])[O:19][C:20]2=[O:21])[C:3]#[C:4][CH3:5])=[CH:10][CH:9]=1. (3) The product is: [CH3:1][C:2]1[CH:7]=[C:6]([CH3:8])[N:5]=[C:4]2[S:9][N:10]=[C:11]([O:12][CH2:14][C:15]([O:17][CH3:18])=[O:16])[C:3]=12. Given the reactants [CH3:1][C:2]1[CH:7]=[C:6]([CH3:8])[N:5]=[C:4]2[S:9][NH:10][C:11](=[O:12])[C:3]=12.Br[CH2:14][C:15]([O:17][CH3:18])=[O:16].C([O-])([O-])=O.[Cs+].[Cs+].CCN(C(C)C)C(C)C, predict the reaction product. (4) Given the reactants C([O:8][N:9]([CH:21]=[O:22])[CH2:10][C@@H:11]([CH2:15][CH:16]1[CH2:20][CH2:19][CH2:18][CH2:17]1)[C:12]([OH:14])=O)C1C=CC=CC=1.Cl.[NH2:24][C@@H:25]([CH:45]([CH3:47])[CH3:46])[C:26]([N:28]1[CH2:33][CH2:32][CH:31]([NH:34][C:35](=[O:44])[C:36]2[CH:41]=[CH:40][C:39]([C:42]#[N:43])=[CH:38][CH:37]=2)[CH2:30][CH2:29]1)=[O:27], predict the reaction product. The product is: [C:42]([C:39]1[CH:40]=[CH:41][C:36]([C:35]([NH:34][CH:31]2[CH2:30][CH2:29][N:28]([C:26](=[O:27])[C@@H:25]([NH:24][C:12](=[O:14])[C@H:11]([CH2:15][CH:16]3[CH2:17][CH2:18][CH2:19][CH2:20]3)[CH2:10][N:9]([CH:21]=[O:22])[OH:8])[CH:45]([CH3:47])[CH3:46])[CH2:33][CH2:32]2)=[O:44])=[CH:37][CH:38]=1)#[N:43]. (5) Given the reactants [CH3:1][C:2]1[NH:3][C:4]([CH3:7])=[CH:5][N:6]=1.[H-].[Na+].Cl[CH2:11][C:12]([N:14]1[CH2:19][CH2:18][N:17]([C:20]2[CH:34]=[CH:33][CH:32]=[CH:31][C:21]=2[C:22]([NH:24][C:25]2[CH:30]=[CH:29][CH:28]=[CH:27][CH:26]=2)=[O:23])[CH2:16][CH2:15]1)=[O:13], predict the reaction product. The product is: [CH3:1][C:2]1[N:6]([CH2:11][C:12]([N:14]2[CH2:15][CH2:16][N:17]([C:20]3[CH:34]=[CH:33][CH:32]=[CH:31][C:21]=3[C:22]([NH:24][C:25]3[CH:26]=[CH:27][CH:28]=[CH:29][CH:30]=3)=[O:23])[CH2:18][CH2:19]2)=[O:13])[CH:5]=[C:4]([CH3:7])[N:3]=1.